From a dataset of Forward reaction prediction with 1.9M reactions from USPTO patents (1976-2016). Predict the product of the given reaction. (1) Given the reactants [O:1]=[CH:2][C:3]([NH-:5])=[O:4].[N+:6]([C:9]1[NH:10][C:11]2[C:16]([CH:17]=1)=[CH:15][CH:14]=[CH:13][CH:12]=2)([O-])=O, predict the reaction product. The product is: [O:1]=[CH:2][C:3]([NH-:5])=[O:4].[NH2:6][C:9]1[NH:10][C:11]2[C:16]([CH:17]=1)=[CH:15][CH:14]=[CH:13][CH:12]=2. (2) Given the reactants [CH3:1][C:2]1[CH:3]=[C:4]([CH:9]=[CH:10][C:11]=1[C:12]#[C:13][Si](CC)(CC)CC)[C:5]([O:7][CH3:8])=[O:6].CCCC[N+](CCCC)(CCCC)CCCC.[F-], predict the reaction product. The product is: [C:12]([C:11]1[CH:10]=[CH:9][C:4]([C:5]([O:7][CH3:8])=[O:6])=[CH:3][C:2]=1[CH3:1])#[CH:13]. (3) Given the reactants [F:1][C:2]1[CH:7]=[C:6]([F:8])[CH:5]=[CH:4][C:3]=1/[CH:9]=[CH:10]/[C:11]1[CH:16]=[CH:15][C:14]([S:17]([C:20]2[C:25]([C:26](=[O:28])[CH3:27])=[CH:24][CH:23]=[CH:22][N:21]=2)(=[O:19])=[O:18])=[CH:13][CH:12]=1.[BH4-].[Na+], predict the reaction product. The product is: [F:1][C:2]1[CH:7]=[C:6]([F:8])[CH:5]=[CH:4][C:3]=1/[CH:9]=[CH:10]/[C:11]1[CH:16]=[CH:15][C:14]([S:17]([C:20]2[C:25]([CH:26]([OH:28])[CH3:27])=[CH:24][CH:23]=[CH:22][N:21]=2)(=[O:18])=[O:19])=[CH:13][CH:12]=1. (4) Given the reactants C(OC1C=CC2C3[C@H]([C@H]4[C@@](CC=3CC=C)(C)[C@@H](OCC3C=CC=CC=3)CC4)CCC=2C=1)C1C=CC=CC=1.CN1[C@@H](C)[C@@H](C2C=CC=CC=2)N(C(=O)[C@@H](CCC(F)(F)C(F)(F)C(F)(F)C(F)(F)F)CCCCCCC=C)C1=O.[CH2:78]([O:85][C:86]1[CH:103]=[CH:102][C:101]2[C:100]3[C@H:91]([C@H:92]4[C@@:96]([CH2:98][C:99]=3[CH2:104]/[CH:105]=[CH:106]/[CH2:107][CH2:108][CH2:109][CH2:110][CH2:111][CH2:112][C@H:113]([CH2:130][CH2:131][C:132]([F:144])([F:143])[C:133]([F:142])([F:141])[C:134]([F:140])([F:139])[C:135]([F:138])([F:137])[F:136])[C:114]([N:116]3[C@H:120]([C:121]5[CH:126]=[CH:125][CH:124]=[CH:123][CH:122]=5)[C@H:119]([CH3:127])[N:118]([CH3:128])[C:117]3=[O:129])=[O:115])([CH3:97])[C@@H:95]([O:145][CH2:146][C:147]3[CH:152]=[CH:151][CH:150]=[CH:149][CH:148]=3)[CH2:94][CH2:93]4)[CH2:90][CH2:89][C:88]=2[CH:87]=1)[C:79]1[CH:84]=[CH:83][CH:82]=[CH:81][CH:80]=1, predict the reaction product. The product is: [CH2:78]([O:85][C:86]1[CH:103]=[CH:102][C:101]2[C:100]3[C@H:91]([C@H:92]4[C@@:96]([CH2:98][C:99]=3[CH2:104]/[CH:105]=[CH:106]\[CH2:107][CH2:108][CH2:109][CH2:110][CH2:111][CH2:112][C@H:113]([CH2:130][CH2:131][C:132]([F:143])([F:144])[C:133]([F:141])([F:142])[C:134]([F:140])([F:139])[C:135]([F:138])([F:136])[F:137])[C:114]([N:116]3[C@H:120]([C:121]5[CH:122]=[CH:123][CH:124]=[CH:125][CH:126]=5)[C@H:119]([CH3:127])[N:118]([CH3:128])[C:117]3=[O:129])=[O:115])([CH3:97])[C@@H:95]([O:145][CH2:146][C:147]3[CH:152]=[CH:151][CH:150]=[CH:149][CH:148]=3)[CH2:94][CH2:93]4)[CH2:90][CH2:89][C:88]=2[CH:87]=1)[C:79]1[CH:84]=[CH:83][CH:82]=[CH:81][CH:80]=1. (5) Given the reactants [F:1][C:2]1[CH:3]=[C:4]2[C:8](=[CH:9][CH:10]=1)[NH:7][C:6](=[O:11])[C:5]2=[C:12]1[C:20]2[C:15](=[CH:16][C:17]([CH2:21][CH2:22]COS(C)(=O)=O)=[CH:18][CH:19]=2)[CH:14]([CH3:29])[O:13]1.[CH3:30][NH:31][CH3:32].[CH2:33]1COCC1, predict the reaction product. The product is: [CH3:30][N:31]([CH3:33])[CH2:32][CH2:22][CH2:21][C:17]1[CH:16]=[C:15]2[C:20](=[CH:19][CH:18]=1)[C:12](=[C:5]1[C:4]3[C:8](=[CH:9][CH:10]=[C:2]([F:1])[CH:3]=3)[NH:7][C:6]1=[O:11])[O:13][CH:14]2[CH3:29]. (6) Given the reactants [NH2:1][C:2]1[S:3][C:4]([C:17]2[CH:22]=[CH:21][CH:20]=[C:19]([F:23])[CH:18]=2)=[C:5]([C:7]([N:9]2[CH2:14][C@H:13]3[C@H:11]([CH2:12]3)[C@H:10]2[CH2:15][NH2:16])=[O:8])[N:6]=1.[CH3:24][N:25]1[C:33]2[C:28](=[CH:29][CH:30]=[CH:31][CH:32]=2)[C:27]([C:34](O)=[O:35])=[CH:26]1, predict the reaction product. The product is: [NH2:1][C:2]1[S:3][C:4]([C:17]2[CH:22]=[CH:21][CH:20]=[C:19]([F:23])[CH:18]=2)=[C:5]([C:7]([N:9]2[CH2:14][C@H:13]3[C@H:11]([CH2:12]3)[C@H:10]2[CH2:15][NH:16][C:34]([C:27]2[C:28]3[C:33](=[CH:32][CH:31]=[CH:30][CH:29]=3)[N:25]([CH3:24])[CH:26]=2)=[O:35])=[O:8])[N:6]=1. (7) Given the reactants [CH:1]1([C:4]2[CH:5]=[N:6][CH:7]=[C:8]([N+:17]([O-])=O)[C:9]=2[N:10]2[CH2:15][CH2:14][N:13]([CH3:16])[CH2:12][CH2:11]2)[CH2:3][CH2:2]1.[H][H], predict the reaction product. The product is: [CH:1]1([C:4]2[C:9]([N:10]3[CH2:11][CH2:12][N:13]([CH3:16])[CH2:14][CH2:15]3)=[C:8]([NH2:17])[CH:7]=[N:6][CH:5]=2)[CH2:3][CH2:2]1.